This data is from NCI-60 drug combinations with 297,098 pairs across 59 cell lines. The task is: Regression. Given two drug SMILES strings and cell line genomic features, predict the synergy score measuring deviation from expected non-interaction effect. (1) Drug 1: CC1OCC2C(O1)C(C(C(O2)OC3C4COC(=O)C4C(C5=CC6=C(C=C35)OCO6)C7=CC(=C(C(=C7)OC)O)OC)O)O. Drug 2: CCCS(=O)(=O)NC1=C(C(=C(C=C1)F)C(=O)C2=CNC3=C2C=C(C=N3)C4=CC=C(C=C4)Cl)F. Cell line: BT-549. Synergy scores: CSS=14.2, Synergy_ZIP=-11.1, Synergy_Bliss=-5.61, Synergy_Loewe=-19.8, Synergy_HSA=-7.38. (2) Drug 1: C1=CC=C(C=C1)NC(=O)CCCCCCC(=O)NO. Drug 2: C(=O)(N)NO. Cell line: BT-549. Synergy scores: CSS=10.2, Synergy_ZIP=-3.38, Synergy_Bliss=1.25, Synergy_Loewe=0.0206, Synergy_HSA=0.284. (3) Drug 1: COC1=CC(=CC(=C1O)OC)C2C3C(COC3=O)C(C4=CC5=C(C=C24)OCO5)OC6C(C(C7C(O6)COC(O7)C8=CC=CS8)O)O. Drug 2: CC1=C(C=C(C=C1)NC(=O)C2=CC=C(C=C2)CN3CCN(CC3)C)NC4=NC=CC(=N4)C5=CN=CC=C5. Cell line: SK-MEL-5. Synergy scores: CSS=14.8, Synergy_ZIP=-6.04, Synergy_Bliss=-7.16, Synergy_Loewe=-6.64, Synergy_HSA=-5.13.